Dataset: Catalyst prediction with 721,799 reactions and 888 catalyst types from USPTO. Task: Predict which catalyst facilitates the given reaction. (1) Reactant: [C:1]([OH:8])(=[O:7])/[CH:2]=[CH:3]/[C:4]([OH:6])=[O:5].[CH3:9][N:10]([CH2:12][C:13]1[C:21]2[O:20][N:19]=[C:18]([CH2:22][CH2:23][CH:24]3[CH2:29][CH2:28][N:27]([CH2:30][C:31]4[CH:36]=[CH:35][CH:34]=[CH:33][CH:32]=4)[CH2:26][CH2:25]3)[C:17]=2[CH:16]=[CH:15][C:14]=1[CH2:37][CH:38]=[C:39]([CH3:41])[CH3:40])[CH3:11]. Product: [C:1]([OH:8])(=[O:7])/[CH:2]=[CH:3]/[C:4]([OH:6])=[O:5].[CH3:9][N:10]([CH2:12][C:13]1[C:21]2[O:20][N:19]=[C:18]([CH2:22][CH2:23][CH:24]3[CH2:25][CH2:26][N:27]([CH2:30][C:31]4[CH:36]=[CH:35][CH:34]=[CH:33][CH:32]=4)[CH2:28][CH2:29]3)[C:17]=2[CH:16]=[CH:15][C:14]=1[CH2:37][CH:38]=[C:39]([CH3:41])[CH3:40])[CH3:11]. The catalyst class is: 5. (2) Reactant: C(N(C(C)C)CC)(C)C.[CH2:10]1[CH:15]2[CH2:16][NH:17][CH2:18][CH2:19][N:14]2[CH2:13][C:12](=[O:20])[O:11]1.FC(F)(F)C(O)=O.[Cl:28][C:29]1[CH:30]=[C:31]([NH:36][C:37]2[C:46]3[C:41](=[CH:42][C:43]([O:52][CH2:53][CH2:54]Br)=[C:44]([O:47][CH2:48][CH:49]4[CH2:51][CH2:50]4)[CH:45]=3)[N:40]=[CH:39][N:38]=2)[CH:32]=[CH:33][C:34]=1[F:35].C(=O)([O-])[O-].[K+].[K+].[I-].[Na+]. Product: [Cl:28][C:29]1[CH:30]=[C:31]([NH:36][C:37]2[C:46]3[C:41](=[CH:42][C:43]([O:52][CH2:53][CH2:54][N:17]4[CH2:18][CH2:19][N:14]5[CH:15]([CH2:10][O:11][C:12](=[O:20])[CH2:13]5)[CH2:16]4)=[C:44]([O:47][CH2:48][CH:49]4[CH2:51][CH2:50]4)[CH:45]=3)[N:40]=[CH:39][N:38]=2)[CH:32]=[CH:33][C:34]=1[F:35]. The catalyst class is: 10. (3) Reactant: [OH:1][C@H:2]([C@@:10]1([CH3:26])[O:15][CH2:14][CH2:13][N:12](CC2C=CC(OC)=CC=2)[C:11]1=[O:25])[C:3]([O:5][C:6]([CH3:9])([CH3:8])[CH3:7])=[O:4].C(=O)(O)[O-]. Product: [OH:1][C@H:2]([C@@:10]1([CH3:26])[O:15][CH2:14][CH2:13][NH:12][C:11]1=[O:25])[C:3]([O:5][C:6]([CH3:9])([CH3:7])[CH3:8])=[O:4]. The catalyst class is: 144. (4) Product: [CH2:1]([C:8]1[CH:13]=[CH:12][C:11]([CH2:14][CH2:15][N+:16]([O-:18])=[O:17])=[CH:10][N:9]=1)[C:2]1[CH:7]=[CH:6][CH:5]=[CH:4][CH:3]=1. The catalyst class is: 16. Reactant: [CH2:1]([C:8]1[CH:13]=[CH:12][C:11](/[CH:14]=[CH:15]/[N+:16]([O-:18])=[O:17])=[CH:10][N:9]=1)[C:2]1[CH:7]=[CH:6][CH:5]=[CH:4][CH:3]=1.C(O)(=O)C.[BH4-].[Na+]. (5) The catalyst class is: 1. Reactant: [CH3:1][S:2]([C:5]1[CH:36]=[CH:35][C:8]([CH2:9][NH:10][C:11]([C:13]2[C:14](=[O:34])[N:15]([C:24]3[CH:29]=[CH:28][CH:27]=[C:26]([C:30]([F:33])([F:32])[F:31])[CH:25]=3)[C:16]([CH3:23])=[C:17]([C:19]([NH:21][NH2:22])=[O:20])[CH:18]=2)=[O:12])=[CH:7][CH:6]=1)(=[O:4])=[O:3].[CH3:37][N:38]([CH3:42])[C:39](Cl)=[O:40]. Product: [CH3:37][N:38]([C:39]([NH:22][NH:21][C:19]([C:17]1[CH:18]=[C:13]([C:11]([NH:10][CH2:9][C:8]2[CH:35]=[CH:36][C:5]([S:2]([CH3:1])(=[O:3])=[O:4])=[CH:6][CH:7]=2)=[O:12])[C:14](=[O:34])[N:15]([C:24]2[CH:29]=[CH:28][CH:27]=[C:26]([C:30]([F:31])([F:33])[F:32])[CH:25]=2)[C:16]=1[CH3:23])=[O:20])=[O:40])[CH3:42]. (6) Reactant: C([O:3][C:4](=[O:24])[C:5]([O:8][C:9]1[CH:14]=[C:13]([O:15][CH3:16])[C:12]([CH:17]=[O:18])=[CH:11][C:10]=1[C:19]1[S:20][CH:21]=[CH:22][CH:23]=1)([CH3:7])[CH3:6])C.CO.[OH-].[Li+]. Product: [CH:17]([C:12]1[C:13]([O:15][CH3:16])=[CH:14][C:9]([O:8][C:5]([CH3:6])([CH3:7])[C:4]([OH:24])=[O:3])=[C:10]([C:19]2[S:20][CH:21]=[CH:22][CH:23]=2)[CH:11]=1)=[O:18]. The catalyst class is: 30. (7) Reactant: [NH2:1][C:2]([CH3:10])([CH2:6][CH:7]([CH3:9])[CH3:8])[C:3]([OH:5])=[O:4].C([O-])([O-])=O.[K+].[K+].[O:17](C(OC(C)(C)C)=O)[C:18]([O:20][C:21]([CH3:24])([CH3:23])[CH3:22])=O. Product: [C:21]([O:20][C:18]([NH:1][C:2]([CH3:10])([CH2:6][CH:7]([CH3:9])[CH3:8])[C:3]([OH:5])=[O:4])=[O:17])([CH3:24])([CH3:23])[CH3:22]. The catalyst class is: 30.